This data is from Forward reaction prediction with 1.9M reactions from USPTO patents (1976-2016). The task is: Predict the product of the given reaction. Given the reactants C([O:5][C:6](=[O:37])[C:7]1[CH:12]=[CH:11][C:10]([CH2:13][N:14]2[C:19](=[O:20])[C:18]3[CH:21]=[C:22]([C:25]#[C:26][CH2:27][C:28]4[CH:33]=[CH:32][CH:31]=[CH:30][CH:29]=4)[CH:23]=[CH:24][C:17]=3[N:16]([CH3:34])[S:15]2(=[O:36])=[O:35])=[CH:9][CH:8]=1)(C)(C)C.FC(F)(F)C(O)=O, predict the reaction product. The product is: [CH3:34][N:16]1[S:15](=[O:36])(=[O:35])[N:14]([CH2:13][C:10]2[CH:9]=[CH:8][C:7]([C:6]([OH:37])=[O:5])=[CH:12][CH:11]=2)[C:19](=[O:20])[C:18]2[CH:21]=[C:22]([C:25]#[C:26][CH2:27][C:28]3[CH:33]=[CH:32][CH:31]=[CH:30][CH:29]=3)[CH:23]=[CH:24][C:17]1=2.